From a dataset of Peptide-MHC class I binding affinity with 185,985 pairs from IEDB/IMGT. Regression. Given a peptide amino acid sequence and an MHC pseudo amino acid sequence, predict their binding affinity value. This is MHC class I binding data. (1) The peptide sequence is HAEMQNPVY. The MHC is HLA-B44:02 with pseudo-sequence HLA-B44:02. The binding affinity (normalized) is 0.213. (2) The peptide sequence is ITWYSKNF. The MHC is Mamu-A02 with pseudo-sequence Mamu-A02. The binding affinity (normalized) is 0.545.